From a dataset of Full USPTO retrosynthesis dataset with 1.9M reactions from patents (1976-2016). Predict the reactants needed to synthesize the given product. (1) Given the product [Cl:1][C:2]1[CH:7]=[C:6]([N+:8]([O-:10])=[O:9])[CH:5]=[CH:4][C:3]=1[O:11][CH2:17][C:16]1[CH:4]=[CH:3][CH:2]=[CH:7][N:18]=1, predict the reactants needed to synthesize it. The reactants are: [Cl:1][C:2]1[CH:7]=[C:6]([N+:8]([O-:10])=[O:9])[CH:5]=[CH:4][C:3]=1[OH:11].Cl.[Cl-].[I-].[Na+].[C:16](#[N:18])[CH3:17]. (2) The reactants are: O[CH2:2][C:3]1[CH:8]=[CH:7][N:6]=[C:5]([C:9]([O:11][CH3:12])=[O:10])[CH:4]=1.C(Br)(Br)(Br)[Br:14].C1(P(C2C=CC=CC=2)C2C=CC=CC=2)C=CC=CC=1. Given the product [Br:14][CH2:2][C:3]1[CH:8]=[CH:7][N:6]=[C:5]([C:9]([O:11][CH3:12])=[O:10])[CH:4]=1, predict the reactants needed to synthesize it. (3) The reactants are: Cl[CH:2]([C:15]1[CH:20]=[CH:19][CH:18]=[CH:17][CH:16]=1)[C:3]([C:5]1[C:13]2[C:8](=[CH:9][C:10]([CH3:14])=[CH:11][CH:12]=2)[NH:7][CH:6]=1)=[O:4].[CH3:21][O:22][C:23]1[CH:24]=N[CH:26]=[CH:27][CH:28]=1.C[CH2:30][N:31](C(C)C)C(C)C.[I-].[Na+]. Given the product [CH3:21][O:22][C:23]1[CH:24]=[C:30]([NH:31][CH:2]([C:15]2[CH:20]=[CH:19][CH:18]=[CH:17][CH:16]=2)[C:3]([C:5]2[C:13]3[C:8](=[CH:9][C:10]([CH3:14])=[CH:11][CH:12]=3)[NH:7][CH:6]=2)=[O:4])[CH:26]=[CH:27][CH:28]=1, predict the reactants needed to synthesize it. (4) Given the product [O:15]1[CH2:14][CH2:9][CH:10]([N:16]2[CH2:20][CH2:19][C@H:18]([NH:21][C:22](=[O:28])[O:23][C:24]([CH3:26])([CH3:25])[CH3:27])[CH2:17]2)[CH2:11][CH2:12]1, predict the reactants needed to synthesize it. The reactants are: ClC1C=CC(C2[C:9]([CH:14]=[O:15])=[CH:10][CH:11]=[CH:12]C=2)=CC=1.[NH:16]1[CH2:20][CH2:19][C@H:18]([NH:21][C:22](=[O:28])[O:23][C:24]([CH3:27])([CH3:26])[CH3:25])[CH2:17]1.N1(C(OC(C)(C)C)=O)CCNCC1. (5) Given the product [I:41][CH2:5][C:6]1[CH2:7][S:8][C@@H:9]2[CH:26]([NH:27][C:28](=[O:35])[CH2:29][C:30]3[S:31][CH:32]=[CH:33][CH:34]=3)[C:25](=[O:36])[N:10]2[C:11]=1[C:12]([O:14][CH2:15][C:16]1[CH:21]=[CH:20][C:19]([N+:22]([O-:24])=[O:23])=[CH:18][CH:17]=1)=[O:13], predict the reactants needed to synthesize it. The reactants are: C(O[CH2:5][C:6]1[CH2:7][S:8][C@@H:9]2[CH:26]([NH:27][C:28](=[O:35])[CH2:29][C:30]3[S:31][CH:32]=[CH:33][CH:34]=3)[C:25](=[O:36])[N:10]2[C:11]=1[C:12]([O:14][CH2:15][C:16]1[CH:21]=[CH:20][C:19]([N+:22]([O-:24])=[O:23])=[CH:18][CH:17]=1)=[O:13])(=O)C.C[Si]([I:41])(C)C. (6) Given the product [Cl:11][C:12]1[CH:17]=[C:16]([O:10][C@H:7]2[CH2:8][CH2:9][C@H:4]([CH3:3])[CH2:5][CH2:6]2)[N:15]=[CH:14][N:13]=1, predict the reactants needed to synthesize it. The reactants are: [H-].[Na+].[CH3:3][C@H:4]1[CH2:9][CH2:8][C@H:7]([OH:10])[CH2:6][CH2:5]1.[Cl:11][C:12]1[CH:17]=[C:16](Cl)[N:15]=[CH:14][N:13]=1.[Cl-].[NH4+].